From a dataset of Retrosynthesis with 50K atom-mapped reactions and 10 reaction types from USPTO. Predict the reactants needed to synthesize the given product. (1) Given the product CC(C)[C@H]1COCc2nc3c(N)nc4cc(O)ccc4c3n21, predict the reactants needed to synthesize it. The reactants are: CC(C)[C@H]1COCc2nc3c(N)nc4cc(OCc5ccccc5)ccc4c3n21. (2) Given the product CC(=O)N1Cc2cc(F)c(-c3ccc(N4CCOCC4)nc3)nc2C=Cc2ccccc21, predict the reactants needed to synthesize it. The reactants are: CC(=O)N1Cc2cc(F)c(Cl)nc2C=Cc2ccccc21.CC1(C)OB(c2ccc(N3CCOCC3)nc2)OC1(C)C. (3) Given the product CCOC(=O)c1cnc(N2CCc3ccccc32)nc1OCc1ccc(OC)cc1, predict the reactants needed to synthesize it. The reactants are: CCOC(=O)c1cnc(N2CCc3ccccc32)nc1O.COc1ccc(CCl)cc1. (4) Given the product CC1CC(=NCc2cc(C(F)(F)F)cc(C(F)(F)F)c2)c2cc(C(F)(F)F)ccc2N1C(=O)OCc1ccccc1, predict the reactants needed to synthesize it. The reactants are: CC1CC(=O)c2cc(C(F)(F)F)ccc2N1C(=O)OCc1ccccc1.NCc1cc(C(F)(F)F)cc(C(F)(F)F)c1. (5) The reactants are: CCOC(=O)C[P+](c1ccccc1)(c1ccccc1)c1ccccc1.N#Cc1ccc2c(C=O)c(O)ccc2c1. Given the product CCOC(=O)C=Cc1c(O)ccc2cc(C#N)ccc12, predict the reactants needed to synthesize it. (6) Given the product CC(C)(C)[Si](C)(C)OCCC#Cc1ccccc1N, predict the reactants needed to synthesize it. The reactants are: C#CCCO[Si](C)(C)C(C)(C)C.Nc1ccccc1I.